From a dataset of Full USPTO retrosynthesis dataset with 1.9M reactions from patents (1976-2016). Predict the reactants needed to synthesize the given product. Given the product [CH2:11]([C@H:18]1[CH2:22][N:21]([C:8](=[O:10])[CH2:7][O:6][CH2:2][CH2:3][CH2:4][CH3:5])[C@H:20]([C:23]([NH:25][C:26]2[CH:31]=[CH:30][C:29]([O:32][C:33]3[CH:34]=[CH:35][C:36]([F:39])=[CH:37][CH:38]=3)=[CH:28][CH:27]=2)=[O:24])[CH2:19]1)[C:12]1[CH:13]=[CH:14][CH:15]=[CH:16][CH:17]=1, predict the reactants needed to synthesize it. The reactants are: Cl.[CH2:2]([O:6][CH2:7][C:8]([OH:10])=O)[CH2:3][CH2:4][CH3:5].[CH2:11]([C@H:18]1[CH2:22][NH:21][C@H:20]([C:23]([NH:25][C:26]2[CH:31]=[CH:30][C:29]([O:32][C:33]3[CH:38]=[CH:37][C:36]([F:39])=[CH:35][CH:34]=3)=[CH:28][CH:27]=2)=[O:24])[CH2:19]1)[C:12]1[CH:17]=[CH:16][CH:15]=[CH:14][CH:13]=1.